This data is from Forward reaction prediction with 1.9M reactions from USPTO patents (1976-2016). The task is: Predict the product of the given reaction. Given the reactants C(OC[N:10]1[C:14]2[CH:15]=[N:16][N:17]([CH2:20][O:21][CH2:22][CH2:23][Si:24]([CH3:27])([CH3:26])[CH3:25])[C:18](=[O:19])[C:13]=2[C:12]([CH:28]([CH3:30])[CH3:29])=[C:11]1[C:31]1[CH:36]=[CH:35][C:34]([O:37][CH:38]([F:40])[F:39])=[C:33]([O:41][CH:42]2[CH2:44][CH2:43]2)[CH:32]=1)C1C=CC=CC=1.N.[H][H], predict the reaction product. The product is: [CH:42]1([O:41][C:33]2[CH:32]=[C:31]([C:11]3[NH:10][C:14]4[CH:15]=[N:16][N:17]([CH2:20][O:21][CH2:22][CH2:23][Si:24]([CH3:26])([CH3:25])[CH3:27])[C:18](=[O:19])[C:13]=4[C:12]=3[CH:28]([CH3:30])[CH3:29])[CH:36]=[CH:35][C:34]=2[O:37][CH:38]([F:40])[F:39])[CH2:44][CH2:43]1.